Dataset: Forward reaction prediction with 1.9M reactions from USPTO patents (1976-2016). Task: Predict the product of the given reaction. (1) The product is: [NH2:23][CH2:22][CH2:21][N:19]1[N:18]=[N:17][C:16]([C@@H:14]2[CH2:15][C@:9]3([C:47]4[CH:52]=[CH:51][CH:50]=[CH:49][CH:48]=4)[N:8]([CH2:1][C:2]4[CH:7]=[CH:6][CH:5]=[CH:4][CH:3]=4)[C@H:13]2[CH2:12][CH2:11][C@H:10]3[O:31][CH2:32][C:33]2[CH:34]=[C:35]([C:43]([F:44])([F:45])[F:46])[CH:36]=[C:37]([C:39]([F:42])([F:41])[F:40])[CH:38]=2)=[N:20]1. Given the reactants [CH2:1]([N:8]1[C@@H:13]2[C@H:14]([C:16]3[N:17]=[N:18][N:19]([CH2:21][CH2:22][NH:23]C(OC(C)(C)C)=O)[N:20]=3)[CH2:15][C@@:9]1([C:47]1[CH:52]=[CH:51][CH:50]=[CH:49][CH:48]=1)[C@H:10]([O:31][CH2:32][C:33]1[CH:38]=[C:37]([C:39]([F:42])([F:41])[F:40])[CH:36]=[C:35]([C:43]([F:46])([F:45])[F:44])[CH:34]=1)[CH2:11][CH2:12]2)[C:2]1[CH:7]=[CH:6][CH:5]=[CH:4][CH:3]=1, predict the reaction product. (2) Given the reactants [Cl:1][C:2]1[CH:3]=[CH:4][C:5]2[N:11]3[C:12]([N:15]4[CH2:20][CH2:19][C:18]5([C:29]6[C:24](=[CH:25][CH:26]=[CH:27][CH:28]=6)[CH2:23][O:22][CH2:21]5)[CH2:17][CH2:16]4)=[N:13][N:14]=[C:10]3[CH2:9][NH:8][CH2:7][C:6]=2[CH:30]=1.C=O.[C:33]([BH3-])#N.[Na+], predict the reaction product. The product is: [Cl:1][C:2]1[CH:3]=[CH:4][C:5]2[N:11]3[C:12]([N:15]4[CH2:16][CH2:17][C:18]5([C:29]6[C:24](=[CH:25][CH:26]=[CH:27][CH:28]=6)[CH2:23][O:22][CH2:21]5)[CH2:19][CH2:20]4)=[N:13][N:14]=[C:10]3[CH2:9][N:8]([CH3:33])[CH2:7][C:6]=2[CH:30]=1. (3) Given the reactants [N+:1]([C:4]1[CH:13]=[CH:12][C:7]([C:8]([NH:10][NH2:11])=[O:9])=[CH:6][CH:5]=1)([O-:3])=[O:2].CN1CCOCC1.[CH3:21][C:22]([CH3:28])([CH3:27])[CH2:23][C:24](Cl)=[O:25], predict the reaction product. The product is: [CH3:21][C:22]([CH3:28])([CH3:27])[CH2:23][C:24]([NH:11][NH:10][C:8](=[O:9])[C:7]1[CH:12]=[CH:13][C:4]([N+:1]([O-:3])=[O:2])=[CH:5][CH:6]=1)=[O:25]. (4) Given the reactants [Cl:1][C:2]1[CH:7]=[CH:6][C:5]([CH2:8][C@@H:9]([NH:34]C(=O)OC(C)(C)C)[C:10]([N:12]2[CH2:17][CH2:16][N:15]([C:18]3[C:23]([C:24]4[CH:29]=[CH:28][CH:27]=[C:26]([F:30])[CH:25]=4)=[CH:22][N:21]=[C:20]4[NH:31][CH:32]=[CH:33][C:19]=34)[CH2:14][CH2:13]2)=[O:11])=[CH:4][CH:3]=1.C(O)(C(F)(F)F)=O.C1(N)C(F)=C(F)C(F)=C(N)C=1F.Cl.Cl, predict the reaction product. The product is: [NH2:34][C@H:9]([CH2:8][C:5]1[CH:4]=[CH:3][C:2]([Cl:1])=[CH:7][CH:6]=1)[C:10]([N:12]1[CH2:17][CH2:16][N:15]([C:18]2[C:23]([C:24]3[CH:29]=[CH:28][CH:27]=[C:26]([F:30])[CH:25]=3)=[CH:22][N:21]=[C:20]3[NH:31][CH:32]=[CH:33][C:19]=23)[CH2:14][CH2:13]1)=[O:11]. (5) Given the reactants [Br:1][C:2]1[N:7]=[C:6]([C@:8]([NH:28][S@@](C(C)(C)C)=O)([CH3:27])[CH2:9][S:10]([C:22]([C:25]#[N:26])([CH3:24])[CH3:23])(=[N:12][CH2:13][CH2:14][O:15]C2CCCCO2)=[O:11])[C:5]([F:35])=[C:4]([Si:36]([CH2:41][CH3:42])([CH2:39][CH3:40])[CH2:37][CH3:38])[CH:3]=1.Cl.C(=O)([O-])[O-].[Na+].[Na+], predict the reaction product. The product is: [NH2:28][C@@:8]([C:6]1[C:5]([F:35])=[C:4]([Si:36]([CH2:41][CH3:42])([CH2:39][CH3:40])[CH2:37][CH3:38])[CH:3]=[C:2]([Br:1])[N:7]=1)([CH3:27])[CH2:9][S:10]([C:22]([CH3:24])([CH3:23])[C:25]#[N:26])(=[N:12][CH2:13][CH2:14][OH:15])=[O:11].